From a dataset of Full USPTO retrosynthesis dataset with 1.9M reactions from patents (1976-2016). Predict the reactants needed to synthesize the given product. (1) Given the product [C:1]([O:5][C:6](=[O:29])[NH:7][C@H:8]1[CH2:16][CH2:15][CH2:14][C@H:13]([CH2:17][CH2:18][O:19][CH3:30])[C@@H:12]([O:20][C:21]2[CH:22]=[CH:23][CH:24]=[CH:25][CH:26]=2)[C@H:11]([CH3:27])[O:10][C:9]1=[O:28])([CH3:2])([CH3:4])[CH3:3], predict the reactants needed to synthesize it. The reactants are: [C:1]([O:5][C:6](=[O:29])[NH:7][C@H:8]1[CH2:16][CH2:15][CH2:14][C@H:13]([CH2:17][CH2:18][OH:19])[C@@H:12]([O:20][C:21]2[CH:26]=[CH:25][CH:24]=[CH:23][CH:22]=2)[C@H:11]([CH3:27])[O:10][C:9]1=[O:28])([CH3:4])([CH3:3])[CH3:2].[CH3:30]N(C1C2C(N(C)C)=CC=CC=2C=CC=1)C.F[B-](F)(F)F.C[O+](C)C. (2) The reactants are: [C:1]([NH2:5])([CH3:4])([CH3:3])[CH3:2].[Cl:6][C:7]1[CH:12]=[N:11][CH:10]=[C:9](Cl)[N:8]=1.C(OC(O)C)C. Given the product [C:1]([NH:5][C:9]1[CH:10]=[N:11][CH:12]=[C:7]([Cl:6])[N:8]=1)([CH3:4])([CH3:3])[CH3:2], predict the reactants needed to synthesize it. (3) Given the product [Cl:9][C:10]1[CH:15]=[CH:14][C:13]([S:16]([NH:1][C:2]2[O:6][N:5]=[C:4]([CH3:7])[C:3]=2[Br:8])(=[O:18])=[O:17])=[CH:12][CH:11]=1, predict the reactants needed to synthesize it. The reactants are: [NH2:1][C:2]1[O:6][N:5]=[C:4]([CH3:7])[C:3]=1[Br:8].[Cl:9][C:10]1[CH:15]=[CH:14][C:13]([S:16](Cl)(=[O:18])=[O:17])=[CH:12][CH:11]=1. (4) Given the product [C:16]1([C:14]2[N:1]=[C:2]3[CH:11]=[CH:10][C:5]([C:6]([O:8][CH3:9])=[O:7])=[CH:4][N:3]3[CH:13]=2)[CH:21]=[CH:20][CH:19]=[CH:18][CH:17]=1, predict the reactants needed to synthesize it. The reactants are: [NH2:1][C:2]1[CH:11]=[CH:10][C:5]([C:6]([O:8][CH3:9])=[O:7])=[CH:4][N:3]=1.Br[CH2:13][C:14]([C:16]1[CH:21]=[CH:20][CH:19]=[CH:18][CH:17]=1)=O.C([O-])(O)=O.[Na+].